Dataset: Full USPTO retrosynthesis dataset with 1.9M reactions from patents (1976-2016). Task: Predict the reactants needed to synthesize the given product. (1) Given the product [CH3:1][O:2][C:3]([C:5]1[C@@H:10]([C:11]2[CH:16]=[CH:15][C:14]([C:17]#[N:18])=[CH:13][C:12]=2[C:19]#[C:20][Br:47])[N:9]2[C:25](=[O:28])[NH:26][N:27]=[C:8]2[N:7]([C:29]2[CH:34]=[CH:33][CH:32]=[C:31]([C:35]([F:38])([F:37])[F:36])[CH:30]=2)[C:6]=1[CH3:39])=[O:4], predict the reactants needed to synthesize it. The reactants are: [CH3:1][O:2][C:3]([C:5]1[C@@H:10]([C:11]2[CH:16]=[CH:15][C:14]([C:17]#[N:18])=[CH:13][C:12]=2[C:19]#[C:20][Si](C)(C)C)[N:9]2[C:25](=[O:28])[NH:26][N:27]=[C:8]2[N:7]([C:29]2[CH:34]=[CH:33][CH:32]=[C:31]([C:35]([F:38])([F:37])[F:36])[CH:30]=2)[C:6]=1[CH3:39])=[O:4].C1C(=O)N([Br:47])C(=O)C1. (2) Given the product [CH3:1][O:2][C:3]1[N:8]=[CH:7][C:6]([NH:9][C:10]2[N:11]=[CH:12][C:13]([CH2:14][NH:40][C:36]3[N:35]=[N:34][CH:39]=[CH:38][CH:37]=3)=[CH:16][C:17]=2[C:18]2[N:26]=[C:25]([CH3:27])[N:24]=[C:23]3[C:19]=2[N:20]=[CH:21][NH:22]3)=[CH:5][CH:4]=1, predict the reactants needed to synthesize it. The reactants are: [CH3:1][O:2][C:3]1[N:8]=[CH:7][C:6]([NH:9][C:10]2[C:17]([C:18]3[N:26]=[C:25]([CH3:27])[N:24]=[C:23]4[C:19]=3[N:20]=[CH:21][N:22]4C3CCCCO3)=[CH:16][C:13]([CH:14]=O)=[CH:12][N:11]=2)=[CH:5][CH:4]=1.[N:34]1[CH:39]=[CH:38][CH:37]=[C:36]([NH2:40])[N:35]=1.[BH4-].[Na+].Cl. (3) Given the product [CH3:26][C:25]1[C:20]([C:18]([NH:17][C:13]2[CH:14]=[CH:15][CH:16]=[C:11]([O:10][C:7]3[CH:8]=[CH:9][C:4]4[N:5]([CH:27]=[C:2]([NH:1][C:34]([C:30]5[CH:29]=[N:28][CH:33]=[CH:32][CH:31]=5)=[O:35])[N:3]=4)[CH:6]=3)[CH:12]=2)=[O:19])=[N:21][CH:22]=[CH:23][CH:24]=1, predict the reactants needed to synthesize it. The reactants are: [NH2:1][C:2]1[N:3]=[C:4]2[CH:9]=[CH:8][C:7]([O:10][C:11]3[CH:12]=[C:13]([NH:17][C:18]([C:20]4[C:25]([CH3:26])=[CH:24][CH:23]=[CH:22][N:21]=4)=[O:19])[CH:14]=[CH:15][CH:16]=3)=[CH:6][N:5]2[CH:27]=1.[N:28]1[CH:33]=[CH:32][CH:31]=[C:30]([C:34](O)=[O:35])[CH:29]=1.Cl.CN(C)CCCN=C=NCC.N1(O)C2C=CC=CC=2N=N1.C(N(CC)C(C)C)(C)C.